Dataset: Catalyst prediction with 721,799 reactions and 888 catalyst types from USPTO. Task: Predict which catalyst facilitates the given reaction. (1) Reactant: C([O:3][C:4](=[O:38])[CH:5]([C:10]1[CH:11]=[C:12]([C:28]2[CH:33]=[CH:32][C:31]([C:34]([F:37])([F:36])[F:35])=[CH:30][CH:29]=2)[CH:13]=[C:14]([CH:16]2[CH2:21][CH2:20][N:19]([CH2:22][CH2:23][CH2:24][CH:25]([CH3:27])[CH3:26])[CH2:18][CH2:17]2)[CH:15]=1)[CH2:6][CH:7]([CH3:9])[CH3:8])C.[OH-].[Na+]. Product: [CH3:8][CH:7]([CH3:9])[CH2:6][CH:5]([C:10]1[CH:11]=[C:12]([C:28]2[CH:29]=[CH:30][C:31]([C:34]([F:35])([F:36])[F:37])=[CH:32][CH:33]=2)[CH:13]=[C:14]([CH:16]2[CH2:17][CH2:18][N:19]([CH2:22][CH2:23][CH2:24][CH:25]([CH3:26])[CH3:27])[CH2:20][CH2:21]2)[CH:15]=1)[C:4]([OH:38])=[O:3]. The catalyst class is: 5. (2) Reactant: Cl.[CH3:2][C:3]1[C:11]2[C:10]([N:12]3[CH2:17][CH2:16][CH:15]([NH2:18])[CH2:14][CH2:13]3)=[N:9][CH:8]=[N:7][C:6]=2[NH:5][CH:4]=1.CCN(C(C)C)C(C)C.[CH3:28][C:29]1[CH:37]=[CH:36][CH:35]=[CH:34][C:30]=1[C:31](Cl)=[O:32]. Product: [CH3:28][C:29]1[CH:37]=[CH:36][CH:35]=[CH:34][C:30]=1[C:31]([NH:18][CH:15]1[CH2:16][CH2:17][N:12]([C:10]2[C:11]3[C:3]([CH3:2])=[CH:4][NH:5][C:6]=3[N:7]=[CH:8][N:9]=2)[CH2:13][CH2:14]1)=[O:32]. The catalyst class is: 2. (3) Product: [Br:21][C:8]1[CH:9]=[C:10]([C:14]2[N:18]=[CH:17][N:16]([CH3:19])[N:15]=2)[CH:11]=[CH:12][CH:13]=1. Reactant: CC1(C)COB([C:8]2[CH:9]=[C:10]([C:14]3[N:18]=[CH:17][N:16]([CH3:19])[N:15]=3)[CH:11]=[CH:12][CH:13]=2)OC1.[Br:21]C1N2N=CC(C(F)(F)F)=NC2=NC=1.C([O-])([O-])=O.[Na+].[Na+]. The catalyst class is: 104.